Dataset: Full USPTO retrosynthesis dataset with 1.9M reactions from patents (1976-2016). Task: Predict the reactants needed to synthesize the given product. (1) The reactants are: [N:1]1[CH:6]=[CH:5][C:4]([N:7]2[CH2:12][CH2:11][CH:10]([CH2:13][N:14]3[CH2:19][CH2:18][NH:17][CH2:16][C:15]3=[O:20])[CH2:9][CH2:8]2)=[CH:3][CH:2]=1.C(N(CC)CC)C.[Br:28][C:29]1[CH:30]=[C:31]([S:35](Cl)(=[O:37])=[O:36])[CH:32]=[CH:33][CH:34]=1. Given the product [Br:28][C:29]1[CH:30]=[C:31]([S:35]([N:17]2[CH2:18][CH2:19][N:14]([CH2:13][CH:10]3[CH2:11][CH2:12][N:7]([C:4]4[CH:5]=[CH:6][N:1]=[CH:2][CH:3]=4)[CH2:8][CH2:9]3)[C:15](=[O:20])[CH2:16]2)(=[O:37])=[O:36])[CH:32]=[CH:33][CH:34]=1, predict the reactants needed to synthesize it. (2) Given the product [C:26]([NH:30][S:31]([C:34]1[S:35][C:36]([C:2]2[CH:7]=[CH:6][CH:5]=[C:4]([C:8]3[N:9]=[C:10]([CH3:25])[CH:11]=[C:12]([C:14]4[CH:19]=[CH:18][C:17]([C:20]([F:23])([F:22])[F:21])=[C:16]([CH3:24])[CH:15]=4)[N:13]=3)[CH:3]=2)=[CH:37][CH:38]=1)(=[O:32])=[O:33])([CH3:29])([CH3:27])[CH3:28], predict the reactants needed to synthesize it. The reactants are: Br[C:2]1[CH:3]=[C:4]([C:8]2[N:13]=[C:12]([C:14]3[CH:19]=[CH:18][C:17]([C:20]([F:23])([F:22])[F:21])=[C:16]([CH3:24])[CH:15]=3)[CH:11]=[C:10]([CH3:25])[N:9]=2)[CH:5]=[CH:6][CH:7]=1.[C:26]([NH:30][S:31]([C:34]1[S:35][C:36](B2OC(C)(C)C(C)(C)O2)=[CH:37][CH:38]=1)(=[O:33])=[O:32])([CH3:29])([CH3:28])[CH3:27]. (3) Given the product [F:1][C:2]1[CH:3]=[CH:4][C:5]([N:8]2[C:16]3[C:11](=[CH:12][C:13]([O:17][C@H:18]([C:22]4[CH:27]=[CH:26][CH:25]=[C:24]([O:28][CH3:29])[CH:23]=4)[C@@H:19]([NH:21][C:36]([C:34]4[N:33]=[N:32][N:31]([CH3:30])[CH:35]=4)=[O:37])[CH3:20])=[CH:14][CH:15]=3)[CH:10]=[N:9]2)=[CH:6][CH:7]=1, predict the reactants needed to synthesize it. The reactants are: [F:1][C:2]1[CH:7]=[CH:6][C:5]([N:8]2[C:16]3[C:11](=[CH:12][C:13]([O:17][C@H:18]([C:22]4[CH:27]=[CH:26][CH:25]=[C:24]([O:28][CH3:29])[CH:23]=4)[C@@H:19]([NH2:21])[CH3:20])=[CH:14][CH:15]=3)[CH:10]=[N:9]2)=[CH:4][CH:3]=1.[CH3:30][N:31]1[CH:35]=[C:34]([C:36](O)=[O:37])[N:33]=[N:32]1. (4) Given the product [O:29]1[C:24]2([CH2:23][CH2:22][N:21]([CH2:20][C:18]3[S:17][CH:16]=[C:15]([CH2:14][CH2:13][N:5]([CH2:4][C@H:3]([OH:2])[C:38]4[C:46]5[S:45][C:44](=[O:47])[NH:43][C:42]=5[C:41]([OH:48])=[CH:40][CH:39]=4)[C:6](=[O:12])[O:7][C:8]([CH3:11])([CH3:10])[CH3:9])[CH:19]=3)[CH2:37][CH2:36]2)[CH2:25][NH:26][CH2:27][CH2:28]1, predict the reactants needed to synthesize it. The reactants are: N.[OH:2][C@H:3]([C:38]1[C:46]2[S:45][C:44](=[O:47])[NH:43][C:42]=2[C:41]([OH:48])=[CH:40][CH:39]=1)[CH2:4][N:5]([CH2:13][CH2:14][C:15]1[CH:19]=[C:18]([CH2:20][N:21]2[CH2:37][CH2:36][C:24]3([O:29][CH2:28][CH2:27][N:26](C(=O)C(F)(F)F)[CH2:25]3)[CH2:23][CH2:22]2)[S:17][CH:16]=1)[C:6](=[O:12])[O:7][C:8]([CH3:11])([CH3:10])[CH3:9]. (5) Given the product [C:1]([OH:5])(=[O:4])[CH2:2][OH:3].[C:16]([NH:10][CH2:11][CH2:12][C:13]([OH:15])=[O:14])([O:18][CH2:19][C:20]1[CH:25]=[CH:24][CH:23]=[CH:22][CH:21]=1)=[O:17], predict the reactants needed to synthesize it. The reactants are: [C:1]([OH:5])(=[O:4])[CH2:2][OH:3].C([N:10]([C:16]([O:18][CH2:19][C:20]1[CH:25]=[CH:24][CH:23]=[CH:22][CH:21]=1)=[O:17])[CH2:11][CH2:12][C:13]([OH:15])=[O:14])(C)(C)C. (6) Given the product [C:1]1([CH3:17])[CH:2]=[CH:3][C:4]([C:7]2[S:8][C:9]3[CH:15]=[CH:14][C:13]([NH:16][C:18](=[O:22])[CH2:19][CH2:20][CH3:21])=[CH:12][C:10]=3[N:11]=2)=[CH:5][CH:6]=1, predict the reactants needed to synthesize it. The reactants are: [C:1]1([CH3:17])[CH:6]=[CH:5][C:4]([C:7]2[S:8][C:9]3[CH:15]=[CH:14][C:13]([NH2:16])=[CH:12][C:10]=3[N:11]=2)=[CH:3][CH:2]=1.[C:18](Cl)(=[O:22])[CH2:19][CH2:20][CH3:21].C(OCC)(=O)C.